This data is from Reaction yield outcomes from USPTO patents with 853,638 reactions. The task is: Predict the reaction yield, written as a fraction of the theoretical maximum amount of product (1.0 means a 100% yield; for example, 0.34 means a 34% yield). (1) The reactants are [NH:1]([S:8]([C:11]1[CH:16]=[CH:15][C:14]([N:17]2[CH2:23][CH2:22][CH2:21][N:20](C(OC(C)(C)C)=O)[CH2:19][CH2:18]2)=[C:13]([NH:31][S:32]([CH3:35])(=[O:34])=[O:33])[CH:12]=1)(=[O:10])=[O:9])[C:2]1[CH:7]=[CH:6][CH:5]=[CH:4][CH:3]=1.CCOCC.[ClH:41]. The catalyst is CO. The product is [ClH:41].[N:17]1([C:14]2[CH:15]=[CH:16][C:11]([S:8]([NH:1][C:2]3[CH:7]=[CH:6][CH:5]=[CH:4][CH:3]=3)(=[O:10])=[O:9])=[CH:12][C:13]=2[NH:31][S:32]([CH3:35])(=[O:33])=[O:34])[CH2:23][CH2:22][CH2:21][NH:20][CH2:19][CH2:18]1. The yield is 0.480. (2) The reactants are Cl[C:2]1[C:3]2[C:23]([CH3:24])=[C:22]([CH3:25])[S:21][C:4]=2[C:5]2[C:19]([CH3:20])=[N:18][O:17][C:6]=2[C@H:7]([CH2:9][C:10]([O:12][C:13]([CH3:16])([CH3:15])[CH3:14])=[O:11])[N:8]=1.[C:26]1([OH:32])[CH:31]=[CH:30][CH:29]=[CH:28][CH:27]=1. The catalyst is N1C=CC=CC=1. The product is [CH3:25][C:22]1[S:21][C:4]2[C:5]3[C:19]([CH3:20])=[N:18][O:17][C:6]=3[C@H:7]([CH2:9][C:10]([O:12][C:13]([CH3:16])([CH3:15])[CH3:14])=[O:11])[N:8]=[C:2]([O:32][C:26]3[CH:31]=[CH:30][CH:29]=[CH:28][CH:27]=3)[C:3]=2[C:23]=1[CH3:24]. The yield is 0.0790. (3) The reactants are Cl[C:2]1[CH:7]=[CH:6][C:5]([N+:8]([O-:10])=[O:9])=[CH:4][N:3]=1.[C:11]([C:13]([C:16]1[CH:17]=[C:18]([CH:33]=[CH:34][CH:35]=1)[C:19]([NH:21][C:22]1[CH:27]=[CH:26][C:25]([C:28]([F:31])([F:30])[F:29])=[C:24]([OH:32])[CH:23]=1)=[O:20])([CH3:15])[CH3:14])#[N:12].C(=O)([O-])[O-].[K+].[K+].O. The catalyst is CN(C)C=O. The product is [C:11]([C:13]([C:16]1[CH:17]=[C:18]([CH:33]=[CH:34][CH:35]=1)[C:19]([NH:21][C:22]1[CH:27]=[CH:26][C:25]([C:28]([F:29])([F:31])[F:30])=[C:24]([O:32][C:2]2[CH:7]=[CH:6][C:5]([N+:8]([O-:10])=[O:9])=[CH:4][N:3]=2)[CH:23]=1)=[O:20])([CH3:15])[CH3:14])#[N:12]. The yield is 0.660.